Dataset: Full USPTO retrosynthesis dataset with 1.9M reactions from patents (1976-2016). Task: Predict the reactants needed to synthesize the given product. (1) Given the product [CH2:18]([O:25][C:26]1[CH:31]=[CH:30][C:29]([C:32]2[C:33](=[O:40])[N:34]([CH3:39])[C:35]([NH:1][C:2]3[CH:7]=[CH:6][CH:5]=[CH:4][CH:3]=3)=[CH:36][CH:37]=2)=[CH:28][C:27]=1[F:41])[C:19]1[CH:20]=[CH:21][CH:22]=[CH:23][CH:24]=1, predict the reactants needed to synthesize it. The reactants are: [NH2:1][C:2]1[CH:7]=[CH:6][CH:5]=[CH:4][CH:3]=1.[Li+].C[Si]([N-][Si](C)(C)C)(C)C.[CH2:18]([O:25][C:26]1[CH:31]=[CH:30][C:29]([C:32]2[C:33](=[O:40])[N:34]([CH3:39])[C:35](Cl)=[CH:36][CH:37]=2)=[CH:28][C:27]=1[F:41])[C:19]1[CH:24]=[CH:23][CH:22]=[CH:21][CH:20]=1. (2) Given the product [NH2:3][C:4]1[N:9]=[CH:8][C:7]([CH2:10][CH:11]([C:15]2[N:16]=[CH:17][N:18]([CH:20]3[CH2:25][CH2:24][CH2:23][CH2:22][CH2:21]3)[CH:19]=2)[C:12]([O:14][CH2:26][CH2:27][OH:28])=[O:13])=[CH:6][CH:5]=1, predict the reactants needed to synthesize it. The reactants are: Cl.Cl.[NH2:3][C:4]1[N:9]=[CH:8][C:7]([CH2:10][CH:11]([C:15]2[N:16]=[CH:17][N:18]([CH:20]3[CH2:25][CH2:24][CH2:23][CH2:22][CH2:21]3)[CH:19]=2)[C:12]([OH:14])=[O:13])=[CH:6][CH:5]=1.[CH2:26](O)[CH2:27][OH:28]. (3) Given the product [CH3:40][N:36]1[CH2:37][CH2:38][CH2:39][CH:34]([CH2:33][N:1]2[C:5]3[CH:6]=[CH:7][CH:8]=[CH:9][C:4]=3[N:3]=[C:2]2[CH2:10][N:11]2[C@H:24]3[C@@H:15]([CH2:16][CH2:17][C:18]4[C:23]3=[N:22][CH:21]=[CH:20][CH:19]=4)[CH2:14][CH2:13][CH2:12]2)[CH2:35]1, predict the reactants needed to synthesize it. The reactants are: [NH:1]1[C:5]2[CH:6]=[CH:7][CH:8]=[CH:9][C:4]=2[N:3]=[C:2]1[CH2:10][N:11]1[C@H:24]2[C@@H:15]([CH2:16][CH2:17][C:18]3[C:23]2=[N:22][CH:21]=[CH:20][CH:19]=3)[CH2:14][CH2:13][CH2:12]1.C(=O)([O-])[O-].[K+].[K+].Cl.Cl[CH2:33][CH:34]1[CH2:39][CH2:38][CH2:37][N:36]([CH3:40])[CH2:35]1.[I-].[K+]. (4) Given the product [C:1]([O:5][C:6](=[O:18])[CH:7]=[CH:8][C:9]1[CH:14]=[CH:13][C:12]([O:15][Si:23]([C:19]([CH3:22])([CH3:21])[CH3:20])([C:30]2[CH:31]=[CH:32][CH:33]=[CH:34][CH:35]=2)[C:24]2[CH:29]=[CH:28][CH:27]=[CH:26][CH:25]=2)=[CH:11][C:10]=1[CH:16]=[O:17])([CH3:4])([CH3:2])[CH3:3], predict the reactants needed to synthesize it. The reactants are: [C:1]([O:5][C:6](=[O:18])[CH:7]=[CH:8][C:9]1[CH:14]=[CH:13][C:12]([OH:15])=[CH:11][C:10]=1[CH:16]=[O:17])([CH3:4])([CH3:3])[CH3:2].[C:19]([Si:23](Cl)([C:30]1[CH:35]=[CH:34][CH:33]=[CH:32][CH:31]=1)[C:24]1[CH:29]=[CH:28][CH:27]=[CH:26][CH:25]=1)([CH3:22])([CH3:21])[CH3:20].C(N(CC)CC)C.